From a dataset of NCI-60 drug combinations with 297,098 pairs across 59 cell lines. Regression. Given two drug SMILES strings and cell line genomic features, predict the synergy score measuring deviation from expected non-interaction effect. (1) Drug 1: CC=C1C(=O)NC(C(=O)OC2CC(=O)NC(C(=O)NC(CSSCCC=C2)C(=O)N1)C(C)C)C(C)C. Drug 2: CN1C2=C(C=C(C=C2)N(CCCl)CCCl)N=C1CCCC(=O)O.Cl. Cell line: SW-620. Synergy scores: CSS=29.3, Synergy_ZIP=-0.430, Synergy_Bliss=3.99, Synergy_Loewe=-27.7, Synergy_HSA=3.42. (2) Drug 1: CC1=C(C(=CC=C1)Cl)NC(=O)C2=CN=C(S2)NC3=CC(=NC(=N3)C)N4CCN(CC4)CCO. Drug 2: C1=CN(C=N1)CC(O)(P(=O)(O)O)P(=O)(O)O. Cell line: HCT116. Synergy scores: CSS=11.8, Synergy_ZIP=-3.89, Synergy_Bliss=-9.29, Synergy_Loewe=-9.64, Synergy_HSA=-8.54. (3) Drug 2: CC12CCC3C(C1CCC2OP(=O)(O)O)CCC4=C3C=CC(=C4)OC(=O)N(CCCl)CCCl.[Na+]. Drug 1: CC1=C(N=C(N=C1N)C(CC(=O)N)NCC(C(=O)N)N)C(=O)NC(C(C2=CN=CN2)OC3C(C(C(C(O3)CO)O)O)OC4C(C(C(C(O4)CO)O)OC(=O)N)O)C(=O)NC(C)C(C(C)C(=O)NC(C(C)O)C(=O)NCCC5=NC(=CS5)C6=NC(=CS6)C(=O)NCCC[S+](C)C)O. Synergy scores: CSS=26.1, Synergy_ZIP=-7.10, Synergy_Bliss=-6.51, Synergy_Loewe=-2.76, Synergy_HSA=-1.06. Cell line: NCI-H522. (4) Drug 1: C1=CC=C(C=C1)NC(=O)CCCCCCC(=O)NO. Drug 2: C1=NNC2=C1C(=O)NC=N2. Cell line: K-562. Synergy scores: CSS=41.7, Synergy_ZIP=-16.9, Synergy_Bliss=-11.0, Synergy_Loewe=-10.3, Synergy_HSA=-2.58. (5) Drug 1: C1CCN(CC1)CCOC2=CC=C(C=C2)C(=O)C3=C(SC4=C3C=CC(=C4)O)C5=CC=C(C=C5)O. Drug 2: CCC1=CC2CC(C3=C(CN(C2)C1)C4=CC=CC=C4N3)(C5=C(C=C6C(=C5)C78CCN9C7C(C=CC9)(C(C(C8N6C)(C(=O)OC)O)OC(=O)C)CC)OC)C(=O)OC.C(C(C(=O)O)O)(C(=O)O)O. Cell line: A549. Synergy scores: CSS=49.9, Synergy_ZIP=-2.90, Synergy_Bliss=-5.03, Synergy_Loewe=-15.7, Synergy_HSA=-4.46.